Task: Predict the reaction yield, written as a fraction of the theoretical maximum amount of product (1.0 means a 100% yield; for example, 0.34 means a 34% yield).. Dataset: Reaction yield outcomes from USPTO patents with 853,638 reactions (1) The catalyst is CN(C)C=O. The reactants are [CH2:1]([O:3][C:4]([C:6]1[C:7](=[O:22])[C:8]2[C:13]([C:14]=1[C:15]1[CH:20]=[CH:19][CH:18]=[CH:17][CH:16]=1)=[CH:12][CH:11]=[C:10]([OH:21])[CH:9]=2)=[O:5])[CH3:2].C(=O)([O-])[O-].[K+].[K+].[I-].[Na+].Br[CH2:32][CH2:33][CH2:34][C:35]1[CH:40]=[CH:39][CH:38]=[CH:37][CH:36]=1. The yield is 0.850. The product is [CH2:1]([O:3][C:4]([C:6]1[C:7](=[O:22])[C:8]2[C:13]([C:14]=1[C:15]1[CH:20]=[CH:19][CH:18]=[CH:17][CH:16]=1)=[CH:12][CH:11]=[C:10]([O:21][CH2:32][CH2:33][CH2:34][C:35]1[CH:40]=[CH:39][CH:38]=[CH:37][CH:36]=1)[CH:9]=2)=[O:5])[CH3:2]. (2) The reactants are [Na].[Br:2][C:3]1[CH:4]=[CH:5][C:6]([C:14]#[N:15])=[C:7]([NH:9][CH2:10][C:11]([NH2:13])=[O:12])[CH:8]=1.[NH4+].[Cl-]. The catalyst is CC(O)C. The product is [NH2:15][C:14]1[C:6]2[C:7](=[CH:8][C:3]([Br:2])=[CH:4][CH:5]=2)[NH:9][C:10]=1[C:11]([NH2:13])=[O:12]. The yield is 0.860. (3) The reactants are [F:1][C:2]1[CH:7]=[CH:6][C:5]([C:8]2[CH:13]=[CH:12][C:11]([C@@H:14]([N:16]3[CH2:21][CH2:20][C@:19]([CH2:27][C:28](O)=[O:29])([C:22]4[S:23][CH:24]=[CH:25][CH:26]=4)[O:18][C:17]3=[O:31])[CH3:15])=[CH:10][CH:9]=2)=[CH:4][CH:3]=1. The catalyst is C1COCC1. The product is [F:1][C:2]1[CH:7]=[CH:6][C:5]([C:8]2[CH:9]=[CH:10][C:11]([C@@H:14]([N:16]3[CH2:21][CH2:20][C@:19]([CH2:27][CH2:28][OH:29])([C:22]4[S:23][CH:24]=[CH:25][CH:26]=4)[O:18][C:17]3=[O:31])[CH3:15])=[CH:12][CH:13]=2)=[CH:4][CH:3]=1. The yield is 0.400. (4) The reactants are [O:1]=[S:2](Cl)Cl.[Br:5][C:6]1[CH:7]=[C:8]([C:12]([NH:16][C:17](=[O:23])[O:18][C:19]([CH3:22])([CH3:21])[CH3:20])([CH3:15])[CH2:13][OH:14])[CH:9]=[CH:10][CH:11]=1.N1C=CC=CC=1. The catalyst is CC#N. The product is [C:19]([O:18][C:17]([N:16]1[C:12]([C:8]2[CH:9]=[CH:10][CH:11]=[C:6]([Br:5])[CH:7]=2)([CH3:15])[CH2:13][O:14][S:2]1=[O:1])=[O:23])([CH3:20])([CH3:21])[CH3:22]. The yield is 0.890. (5) The reactants are [H-].[Na+].[F:3][C:4]1[CH:9]=[CH:8][C:7]([C:10](=[O:20])[CH:11]([N:14]2[CH2:19][CH2:18][O:17][CH2:16][CH2:15]2)[CH2:12][CH3:13])=[CH:6][CH:5]=1.Br[CH2:22][CH:23]=[CH2:24]. The catalyst is CN(C)C=O. The product is [CH2:12]([C:11]([N:14]1[CH2:15][CH2:16][O:17][CH2:18][CH2:19]1)([CH2:24][CH:23]=[CH2:22])[C:10]([C:7]1[CH:8]=[CH:9][C:4]([F:3])=[CH:5][CH:6]=1)=[O:20])[CH3:13]. The yield is 0.380. (6) The reactants are Br[C:2]1[N:3]=[C:4]([NH:9][CH2:10][C:11]2[C:16]([Cl:17])=[CH:15][CH:14]=[CH:13][C:12]=2[Cl:18])[C:5]([NH2:8])=[N:6][CH:7]=1.C[O:20][C:21](=[O:37])[CH2:22][N:23]1[CH:27]=[C:26](B2OC(C)(C)C(C)(C)O2)[CH:25]=[N:24]1.C([O-])([O-])=O.[Na+].[Na+]. The catalyst is COCCOC. The product is [NH2:8][C:5]1[N:6]=[CH:7][C:2]([C:26]2[CH:25]=[N:24][N:23]([CH2:22][C:21]([OH:37])=[O:20])[CH:27]=2)=[N:3][C:4]=1[NH:9][CH2:10][C:11]1[C:16]([Cl:17])=[CH:15][CH:14]=[CH:13][C:12]=1[Cl:18]. The yield is 0.260.